This data is from Forward reaction prediction with 1.9M reactions from USPTO patents (1976-2016). The task is: Predict the product of the given reaction. The product is: [CH2:14]1[C:15]2[C:10](=[CH:9][CH:8]=[C:7]([C:41]([O:28][CH2:26][CH3:27])=[O:42])[CH:16]=2)[CH2:11][CH2:12][N:13]1[C:17]([O:19][C:20]([CH3:23])([CH3:22])[CH3:21])=[O:18]. Given the reactants FC(F)(F)S(O[C:7]1[CH:16]=[C:15]2[C:10]([CH2:11][CH2:12][N:13]([C:17]([O:19][C:20]([CH3:23])([CH3:22])[CH3:21])=[O:18])[CH2:14]2)=[CH:9][CH:8]=1)(=O)=O.[CH2:26]([OH:28])[CH3:27].C(N(C(C)C)CC)(C)C.CN([CH:41]=[O:42])C, predict the reaction product.